This data is from PAMPA permeability data for FDA-approved drugs from NCATS. The task is: Regression/Classification. Given a drug SMILES string, predict its absorption, distribution, metabolism, or excretion properties. Task type varies by dataset: regression for continuous measurements (e.g., permeability, clearance, half-life) or binary classification for categorical outcomes (e.g., BBB penetration, CYP inhibition). Dataset: approved_pampa_ncats. (1) The molecule is CC1=NC=C(N1CC(C)O)[N+](=O)[O-]. The result is 1 (high permeability). (2) The compound is CC(=CCC/C(=C/C=C/C(=C/C=C/C(=C/C=C/C=C(/C=C/C=C(/C=C/C=C(/CCC=C(C)C)\C)\C)\C)/C)/C)/C)C. The result is 1 (high permeability). (3) The drug is CN1CCN(CC1)C2=C(C=C3C4=C2OCN(N4C=C(C3=O)C(=O)O)C)F. The result is 1 (high permeability). (4) The molecule is CCC(=O)OCC(=O)[C@]1(OC(=O)CC)[C@H](C)C[C@H]2[C@H]3[C@H]([C@@H](O)C[C@@]21C)[C@@]1(C)C=CC(=O)C=C1C[C@H]3Cl. The result is 0 (low-to-moderate permeability). (5) The drug is C1=C(N=C(C(=O)N1)C(=O)N)F. The result is 1 (high permeability). (6) The molecule is [O-][n+]1cccc(/C(Cl)=N/OC[C@H](O)CN2CCCCC2)c1. The result is 1 (high permeability). (7) The drug is [2H]C([2H])([2H])C(O)(CCO[C@@H](C)[C@H]1CC[C@H]2/C(=C/C=C3/C[C@@H](O)C[C@H](O)C3=C)CCC[C@]12C)C([2H])([2H])[2H]. The result is 0 (low-to-moderate permeability). (8) The result is 1 (high permeability). The molecule is O=[Bi]O[As](=O)(O)c1ccc(NC(=O)CO)cc1.